Task: Regression. Given a peptide amino acid sequence and an MHC pseudo amino acid sequence, predict their binding affinity value. This is MHC class I binding data.. Dataset: Peptide-MHC class I binding affinity with 185,985 pairs from IEDB/IMGT (1) The MHC is H-2-Kb with pseudo-sequence H-2-Kb. The binding affinity (normalized) is 0.314. The peptide sequence is VALRNTTAF. (2) The peptide sequence is ITPDDGLGLR. The MHC is HLA-A11:01 with pseudo-sequence HLA-A11:01. The binding affinity (normalized) is 0.104. (3) The peptide sequence is GGEGGGNSSW. The MHC is Mamu-B52 with pseudo-sequence Mamu-B52. The binding affinity (normalized) is 0.316. (4) The peptide sequence is MLVGHMPFM. The MHC is HLA-A03:01 with pseudo-sequence HLA-A03:01. The binding affinity (normalized) is 0.340.